This data is from Reaction yield outcomes from USPTO patents with 853,638 reactions. The task is: Predict the reaction yield, written as a fraction of the theoretical maximum amount of product (1.0 means a 100% yield; for example, 0.34 means a 34% yield). (1) The reactants are [F:1][C:2]1[CH:3]=[CH:4][C:5]([NH:8][NH2:9])=[N:6][CH:7]=1.[CH3:10][N:11]([CH3:20])[C:12]1([C:17](O)=[O:18])[CH2:16][CH2:15][CH2:14][CH2:13]1.C(Cl)CCl.C1C=CC2N(O)N=NC=2C=1. The catalyst is CN(C=O)C. The product is [F:1][C:2]1[CH:3]=[CH:4][C:5]([NH:8][NH:9][C:17]([C:12]2([N:11]([CH3:20])[CH3:10])[CH2:16][CH2:15][CH2:14][CH2:13]2)=[O:18])=[N:6][CH:7]=1. The yield is 0.670. (2) The reactants are [C:1]1([S:7][C:8]2[CH:9]=[C:10]([CH2:14]O)[CH:11]=[CH:12][CH:13]=2)[CH:6]=[CH:5][CH:4]=[CH:3][CH:2]=1.[C:16]1(=[O:26])[NH:20][C:19](=[O:21])[C:18]2=[CH:22][CH:23]=[CH:24][CH:25]=[C:17]12.CCOC(/N=N/C(OCC)=O)=O.C1(P(C2C=CC=CC=2)C2C=CC=CC=2)C=CC=CC=1. The catalyst is O1CCCC1.O. The product is [C:1]1([S:7][C:8]2[CH:9]=[C:10]([CH:11]=[CH:12][CH:13]=2)[CH2:14][N:20]2[C:16](=[O:26])[C:17]3[C:18](=[CH:22][CH:23]=[CH:24][CH:25]=3)[C:19]2=[O:21])[CH:2]=[CH:3][CH:4]=[CH:5][CH:6]=1. The yield is 0.370. (3) The reactants are [CH3:1][O:2][C:3](=[O:29])[C:4]([S:19]([C:22]1[CH:27]=[CH:26][CH:25]=[C:24](Br)[CH:23]=1)(=[O:21])=[O:20])([CH:6]1[CH2:18][C:9]2[NH:10][C:11]3[CH:12]=[CH:13][C:14]([Cl:17])=[CH:15][C:16]=3[C:8]=2[CH2:7]1)[CH3:5].CC([O-])(C)C.[Na+].[NH:36]1[CH2:40][CH2:39][CH2:38][CH2:37]1.C([O-])(O)=O.[Na+]. The catalyst is C1(C)C=CC=CC=1.C1C=CC(/C=C/C(/C=C/C2C=CC=CC=2)=O)=CC=1.C1C=CC(/C=C/C(/C=C/C2C=CC=CC=2)=O)=CC=1.C1C=CC(/C=C/C(/C=C/C2C=CC=CC=2)=O)=CC=1.[Pd].[Pd]. The product is [CH3:1][O:2][C:3](=[O:29])[C:4]([CH:6]1[CH2:18][C:9]2[NH:10][C:11]3[CH:12]=[CH:13][C:14]([Cl:17])=[CH:15][C:16]=3[C:8]=2[CH2:7]1)([S:19]([C:22]1[CH:27]=[CH:26][CH:25]=[C:24]([N:36]2[CH2:40][CH2:39][CH2:38][CH2:37]2)[CH:23]=1)(=[O:21])=[O:20])[CH3:5]. The yield is 0.350. (4) The reactants are [C:1]([NH:4][NH:5][C:6](=[O:12])[C:7]([O:9][CH2:10][CH3:11])=[O:8])(=O)[CH3:2].C(N(CC)CC)C. The catalyst is C(Cl)Cl. The product is [CH3:2][C:1]1[O:12][C:6]([C:7]([O:9][CH2:10][CH3:11])=[O:8])=[N:5][N:4]=1. The yield is 0.840.